Dataset: Full USPTO retrosynthesis dataset with 1.9M reactions from patents (1976-2016). Task: Predict the reactants needed to synthesize the given product. Given the product [Cl:41][C:37]1[S:36][C:35]([S:32](=[O:34])(=[O:33])[NH:31][C:28]([CH3:30])([CH3:29])[CH2:27][OH:26])=[CH:39][C:38]=1[NH:40][C:12]([C:11]1[CH:10]=[N:9][N:8]2[C:3]([CH:2]([F:1])[F:25])=[CH:4][C:5]([C:15]3[CH:20]=[CH:19][C:18]([C:21]([F:24])([F:22])[F:23])=[CH:17][CH:16]=3)=[N:6][C:7]=12)=[O:13], predict the reactants needed to synthesize it. The reactants are: [F:1][CH:2]([F:25])[C:3]1[N:8]2[N:9]=[CH:10][C:11]([C:12](O)=[O:13])=[C:7]2[N:6]=[C:5]([C:15]2[CH:20]=[CH:19][C:18]([C:21]([F:24])([F:23])[F:22])=[CH:17][CH:16]=2)[CH:4]=1.[OH:26][CH2:27][C:28]([NH:31][S:32]([C:35]1[S:36][C:37]([Cl:41])=[C:38]([NH2:40])[CH:39]=1)(=[O:34])=[O:33])([CH3:30])[CH3:29].